Dataset: Reaction yield outcomes from USPTO patents with 853,638 reactions. Task: Predict the reaction yield, written as a fraction of the theoretical maximum amount of product (1.0 means a 100% yield; for example, 0.34 means a 34% yield). (1) The reactants are [N:1]([O-:3])=[O:2].[Na+].[CH:5]1([C:8]2[C:17]3[C:12](=[CH:13][CH:14]=[CH:15][CH:16]=3)[CH:11]=[CH:10][CH:9]=2)[CH2:7][CH2:6]1.O. The catalyst is C(OCC)(=O)C. The product is [CH:5]1([C:8]2[C:17]3[C:12](=[CH:13][CH:14]=[CH:15][CH:16]=3)[C:11]([N+:1]([O-:3])=[O:2])=[CH:10][CH:9]=2)[CH2:7][CH2:6]1. The yield is 0.640. (2) The reactants are N.C([N:9]1[CH2:13][CH:12]([CH2:14][CH:15]([CH3:19])[CH2:16][CH2:17][CH3:18])[CH2:11][C:10]1=[O:20])C1C=CC=CC=1.[Na]. The catalyst is C1COCC1. The product is [CH3:19][CH:15]([CH2:16][CH2:17][CH3:18])[CH2:14][CH:12]1[CH2:13][NH:9][C:10](=[O:20])[CH2:11]1. The yield is 0.860. (3) The reactants are [Cl:1][C:2]1[C:3]([C:27]2[C:35]3[C:30](=[CH:31][CH:32]=[CH:33][CH:34]=3)[N:29]([CH3:36])[CH:28]=2)=[N:4][C:5]([NH:8][C:9]2[CH:14]=[C:13]([N+:15]([O-])=O)[C:12]([N:18]([CH2:20][CH2:21][N:22]([CH3:24])[CH3:23])[CH3:19])=[CH:11][C:10]=2[O:25][CH3:26])=[N:6][CH:7]=1.[NH4+].[Cl-]. The catalyst is C(O)C.O.C(OCC)C.[Fe]. The product is [Cl:1][C:2]1[C:3]([C:27]2[C:35]3[C:30](=[CH:31][CH:32]=[CH:33][CH:34]=3)[N:29]([CH3:36])[CH:28]=2)=[N:4][C:5]([NH:8][C:9]2[CH:14]=[C:13]([NH2:15])[C:12]([N:18]([CH2:20][CH2:21][N:22]([CH3:23])[CH3:24])[CH3:19])=[CH:11][C:10]=2[O:25][CH3:26])=[N:6][CH:7]=1. The yield is 0.790. (4) The reactants are [CH:1]1([C@H:7]([NH:15][C:16]([C:18]2[CH:23]=[CH:22][C:21]([C:24]3[CH:29]=[CH:28][C:27]([F:30])=[C:26]([F:31])[CH:25]=3)=[CH:20][C:19]=2[N+:32]([O-])=O)=[O:17])[C:8]([O:10][C:11]([CH3:14])([CH3:13])[CH3:12])=[O:9])[CH2:6][CH2:5][CH2:4][CH2:3][CH2:2]1. The catalyst is [Pd].C(O)C. The product is [NH2:32][C:19]1[CH:20]=[C:21]([C:24]2[CH:29]=[CH:28][C:27]([F:30])=[C:26]([F:31])[CH:25]=2)[CH:22]=[CH:23][C:18]=1[C:16]([NH:15][C@@H:7]([CH:1]1[CH2:6][CH2:5][CH2:4][CH2:3][CH2:2]1)[C:8]([O:10][C:11]([CH3:12])([CH3:13])[CH3:14])=[O:9])=[O:17]. The yield is 0.970. (5) The product is [CH3:35][O:34][C:32]([C:31]1[CH:30]=[C:29]([C:7]2[CH2:8][N:9]([C:12]([O:14][C:15]([CH3:18])([CH3:17])[CH3:16])=[O:13])[CH2:10][CH:11]=2)[CH:38]=[CH:37][CH:36]=1)=[O:33]. The reactants are FC(F)(F)S(O[C:7]1[CH2:8][N:9]([C:12]([O:14][C:15]([CH3:18])([CH3:17])[CH3:16])=[O:13])[CH2:10][CH:11]=1)(=O)=O.CC1(C)C(C)(C)OB([C:29]2[CH:30]=[C:31]([CH:36]=[CH:37][CH:38]=2)[C:32]([O:34][CH3:35])=[O:33])O1.C([O-])([O-])=O.[K+].[K+]. The yield is 0.742. The catalyst is O1CCOCC1.O.C1C=CC(P(C2C=CC=CC=2)[C-]2C=CC=C2)=CC=1.C1C=CC(P(C2C=CC=CC=2)[C-]2C=CC=C2)=CC=1.Cl[Pd]Cl.[Fe+2]. (6) The yield is 0.550. The reactants are Cl[C:2]1[C:7]([CH:8]=[O:9])=[C:6]([N:10]2[C:22](=[O:23])[C:14]3[CH:15]=[C:16]4[N:21]([C:13]=3[CH:12]=[N:11]2)[CH2:20][CH2:19][CH2:18][CH2:17]4)[N:5]=[CH:4][CH:3]=1.[CH3:24][N:25]1[CH:30]=[C:29](B2OC(C)(C)C(C)(C)O2)[CH:28]=[C:27]([NH:40][C:41]2[CH:50]=[C:44]3[CH2:45][N:46]([CH3:49])[CH2:47][CH2:48][N:43]3[N:42]=2)[C:26]1=[O:51].C([O-])(=O)C.[Na+].[O-]P([O-])([O-])=O.[K+].[K+].[K+]. The product is [CH3:24][N:25]1[C:26](=[O:51])[C:27]([NH:40][C:41]2[CH:50]=[C:44]3[CH2:45][N:46]([CH3:49])[CH2:47][CH2:48][N:43]3[N:42]=2)=[CH:28][C:29]([C:2]2[C:7]([CH:8]=[O:9])=[C:6]([N:10]3[C:22](=[O:23])[C:14]4[CH:15]=[C:16]5[N:21]([C:13]=4[CH:12]=[N:11]3)[CH2:20][CH2:19][CH2:18][CH2:17]5)[N:5]=[CH:4][CH:3]=2)=[CH:30]1. The catalyst is C1C=CC(P(C2C=CC=CC=2)[C-]2C=CC=C2)=CC=1.C1C=CC(P(C2C=CC=CC=2)[C-]2C=CC=C2)=CC=1.Cl[Pd]Cl.[Fe+2].O.C(#N)C. (7) The reactants are [C:1]1([S:7][CH2:8][C@H:9]([NH:14][C:15]2[CH:20]=[CH:19][C:18]([S:21](=[O:24])(=[O:23])[NH2:22])=[CH:17][C:16]=2[S:25]([C:28]([F:31])([F:30])[F:29])(=[O:27])=[O:26])[CH2:10][C:11](O)=[O:12])[CH:6]=[CH:5][CH:4]=[CH:3][CH:2]=1.Cl.[Si:33]([O:50][CH2:51][C@@H:52]1[CH2:57][O:56][CH2:55][CH2:54][NH:53]1)([C:46]([CH3:49])([CH3:48])[CH3:47])([C:40]1[CH:45]=[CH:44][CH:43]=[CH:42][CH:41]=1)[C:34]1[CH:39]=[CH:38][CH:37]=[CH:36][CH:35]=1.CCN(C(C)C)C(C)C.CN(C(ON1N=NC2C=CC=NC1=2)=[N+](C)C)C.F[P-](F)(F)(F)(F)F. The catalyst is C(Cl)Cl. The product is [Si:33]([O:50][CH2:51][C@H:52]1[N:53]([C:11](=[O:12])[CH2:10][C@@H:9]([NH:14][C:15]2[CH:20]=[CH:19][C:18]([S:21]([NH2:22])(=[O:24])=[O:23])=[CH:17][C:16]=2[S:25]([C:28]([F:30])([F:31])[F:29])(=[O:27])=[O:26])[CH2:8][S:7][C:1]2[CH:6]=[CH:5][CH:4]=[CH:3][CH:2]=2)[CH2:54][CH2:55][O:56][CH2:57]1)([C:46]([CH3:47])([CH3:48])[CH3:49])([C:34]1[CH:35]=[CH:36][CH:37]=[CH:38][CH:39]=1)[C:40]1[CH:45]=[CH:44][CH:43]=[CH:42][CH:41]=1. The yield is 0.370.